Dataset: Forward reaction prediction with 1.9M reactions from USPTO patents (1976-2016). Task: Predict the product of the given reaction. Given the reactants [O:1]1[CH:5]=[CH:4][CH:3]=[C:2]1[C:6]1[CH:12]=[CH:11][CH:10]=[CH:9][C:7]=1[NH2:8].Cl[C:14]([O:16][C:17]1[CH:22]=[CH:21][CH:20]=[CH:19][CH:18]=1)=[O:15].N1C=CC=CC=1, predict the reaction product. The product is: [O:1]1[CH:5]=[CH:4][CH:3]=[C:2]1[C:6]1[CH:12]=[CH:11][CH:10]=[CH:9][C:7]=1[NH:8][C:14](=[O:15])[O:16][C:17]1[CH:22]=[CH:21][CH:20]=[CH:19][CH:18]=1.